Dataset: Reaction yield outcomes from USPTO patents with 853,638 reactions. Task: Predict the reaction yield, written as a fraction of the theoretical maximum amount of product (1.0 means a 100% yield; for example, 0.34 means a 34% yield). (1) The reactants are [C:1]1(=[O:8])[CH2:7][CH2:6][CH2:5][CH2:4][CH2:3][CH2:2]1.[CH2:9]([O:11][C:12](=[O:18])[C:13](OCC)=[O:14])[CH3:10].CC[O-].[Na+]. No catalyst specified. The product is [CH2:9]([O:11][C:12](=[O:18])[C:13](=[O:14])[CH:2]1[CH2:3][CH2:4][CH2:5][CH2:6][CH2:7][C:1]1=[O:8])[CH3:10]. The yield is 0.523. (2) The reactants are [CH3:1][O:2][C:3]1[CH:11]=[CH:10][C:6]([C:7]([OH:9])=O)=[C:5]([O:12]C(=O)C)[CH:4]=1.[NH2:16][C@H:17]1[CH2:22][C:21]2[C:23]([N:27]3[CH2:32][CH2:31][N:30]([CH3:33])[CH2:29][CH2:28]3)=[CH:24][CH:25]=[CH:26][C:20]=2[O:19][CH2:18]1.C(N(CC)CC)C. The catalyst is S(Cl)(Cl)=O.C(Cl)Cl. The product is [CH3:33][N:30]1[CH2:31][CH2:32][N:27]([C:23]2[C:21]3[CH2:22][C@H:17]([NH:16][C:7](=[O:9])[C:6]4[CH:10]=[CH:11][C:3]([O:2][CH3:1])=[CH:4][C:5]=4[OH:12])[CH2:18][O:19][C:20]=3[CH:26]=[CH:25][CH:24]=2)[CH2:28][CH2:29]1. The yield is 0.330. (3) The reactants are [CH3:1][N:2]1[C:6]([NH:7][C:8](=[O:15])OCC(Cl)(Cl)Cl)=[CH:5][CH:4]=[N:3]1.[F:16][C:17]1[CH:22]=[C:21]([F:23])[CH:20]=[CH:19][C:18]=1[C:24]1[CH:29]=[CH:28][CH:27]=[C:26]([N:30]2[CH2:35][CH2:34][NH:33][CH2:32][CH2:31]2)[CH:25]=1. No catalyst specified. The product is [F:16][C:17]1[CH:22]=[C:21]([F:23])[CH:20]=[CH:19][C:18]=1[C:24]1[CH:29]=[CH:28][CH:27]=[C:26]([N:30]2[CH2:31][CH2:32][N:33]([C:8]([NH:7][C:6]3[N:2]([CH3:1])[N:3]=[CH:4][CH:5]=3)=[O:15])[CH2:34][CH2:35]2)[CH:25]=1. The yield is 0.590. (4) The reactants are C(OC([N:8]1[CH2:15][C@H:14]2[N:16](C(OC(C)(C)C)=O)[C@H:10]([CH2:11][C:12]([C:39]3[CH:44]=[CH:43][C:42]([O:45][CH2:46][CH2:47][O:48][C:49]4[C:54]([Cl:55])=[CH:53][C:52]([CH3:56])=[CH:51][C:50]=4[Cl:57])=[CH:41][CH:40]=3)=[C:13]2[C:24](=[O:38])[N:25]([CH:35]2[CH2:37][CH2:36]2)[CH2:26][C:27]2[CH:32]=[CH:31][CH:30]=[C:29]([CH3:33])[C:28]=2[CH3:34])[CH2:9]1)=O)(C)(C)C.Cl. The catalyst is C(Cl)Cl. The product is [CH:35]1([N:25]([CH2:26][C:27]2[CH:32]=[CH:31][CH:30]=[C:29]([CH3:33])[C:28]=2[CH3:34])[C:24]([C:13]2[C@@H:14]3[NH:16][C@H:10]([CH2:11][C:12]=2[C:39]2[CH:44]=[CH:43][C:42]([O:45][CH2:46][CH2:47][O:48][C:49]4[C:54]([Cl:55])=[CH:53][C:52]([CH3:56])=[CH:51][C:50]=4[Cl:57])=[CH:41][CH:40]=2)[CH2:9][NH:8][CH2:15]3)=[O:38])[CH2:37][CH2:36]1. The yield is 0.900. (5) The reactants are [OH:1][CH2:2][C:3]1[N:4]=[C:5]2[CH:14]=[CH:13][CH:12]=[CH:11][N:6]2[C:7](=[O:10])[C:8]=1I.[O-]P([O-])([O-])=O.[K+].[K+].[K+].B1([CH2:32][C:33]2[CH:38]=[CH:37][CH:36]=[CH:35][CH:34]=2)C2CCCC1CCC2.[OH-].[Na+].OO. The catalyst is CN(C=O)C.C(OCC)(=O)C.C1C=CC([PH+]([C]2[CH][CH][CH][CH]2)C2C=CC=CC=2)=CC=1.C1C=CC([PH+]([C]2[CH][CH][CH][CH]2)C2C=CC=CC=2)=CC=1.C(Cl)Cl.Cl[Pd]Cl.[Fe]. The product is [CH2:32]([C:8]1[C:7](=[O:10])[N:6]2[CH:11]=[CH:12][CH:13]=[CH:14][C:5]2=[N:4][C:3]=1[CH2:2][OH:1])[C:33]1[CH:38]=[CH:37][CH:36]=[CH:35][CH:34]=1. The yield is 0.910. (6) The reactants are ClCCl.[NH2:4][C:5]1[CH:13]=[C:12]([F:14])[CH:11]=[CH:10][C:6]=1[C:7]([OH:9])=[O:8].C(=O)([O-])O.[Na+].[I:20](Cl)(=O)=O.I(Cl)(=O)=O.C([N+](C)(C)C)C1C=CC=CC=1. The catalyst is CO. The product is [NH2:4][C:5]1[CH:13]=[C:12]([F:14])[C:11]([I:20])=[CH:10][C:6]=1[C:7]([OH:9])=[O:8]. The yield is 0.770. (7) The reactants are [Cl:1][CH2:2][C:3]([C:5]1[CH:6]=[C:7]2[C:12](=[CH:13][CH:14]=1)[NH:11][C:10](=[O:15])[CH2:9][CH2:8]2)=[O:4].C(N(CC)CC)C. The catalyst is C(OCC)(=O)C.C(O)=O. The product is [Cl:1][CH2:2][CH:3]([C:5]1[CH:6]=[C:7]2[C:12](=[CH:13][CH:14]=1)[NH:11][C:10](=[O:15])[CH2:9][CH2:8]2)[OH:4]. The yield is 0.760. (8) The product is [Na+:12].[NH2:18][C:19]1[C:28]2[C:23](=[CH:24][CH:25]=[CH:26][CH:27]=2)[C:22]([S:29]([O-:32])(=[O:30])=[O:31])=[CH:21][C:20]=1[N:17]=[N:1][C:2]1[CH:3]=[N:4][CH:5]=[CH:6][CH:7]=1. The reactants are [NH2:1][C:2]1[CH:3]=[N:4][CH:5]=[CH:6][CH:7]=1.Cl.N([O-])=O.[Na+:12].S([NH2:17])(=O)(=O)O.[NH2:18][C:19]1[C:28]2[C:23](=[CH:24][CH:25]=[CH:26][CH:27]=2)[C:22]([S:29]([OH:32])(=[O:31])=[O:30])=[CH:21][CH:20]=1.[OH-].[Na+].[Cl-].[Na+]. The yield is 0.590. The catalyst is O. (9) The reactants are [H-].[Na+].O1CCC[CH2:4]1.[CH2:8]=[CH:9][CH2:10][CH:11]([OH:16])[CH2:12][CH2:13][CH2:14][CH3:15].CI. The catalyst is O. The product is [CH3:4][O:16][CH:11]([CH2:12][CH2:13][CH2:14][CH3:15])[CH2:10][CH:9]=[CH2:8]. The yield is 0.710.